The task is: Predict the reactants needed to synthesize the given product.. This data is from Full USPTO retrosynthesis dataset with 1.9M reactions from patents (1976-2016). (1) Given the product [C:1]([O:5][C:6]([N:8]1[CH2:12][CH2:11][CH2:10][CH:9]1[CH2:13][C:14](=[O:17])[CH2:15][CH2:16][S:37]([C:32]1[CH:31]=[CH:30][C:29]([CH3:33])=[CH:28][CH:27]=1)(=[O:40])=[O:39])=[O:7])([CH3:4])([CH3:3])[CH3:2], predict the reactants needed to synthesize it. The reactants are: [C:1]([O:5][C:6]([N:8]1[CH2:12][CH2:11][CH2:10][CH:9]1[CH2:13][C:14](=[O:17])[CH:15]=[CH2:16])=[O:7])([CH3:4])([CH3:3])[CH3:2].CC1C=CC(S)=CC=1.Cl[C:27]1[CH:32]=[CH:31][CH:30]=[C:29]([C:33](OO)=O)[CH:28]=1.[S:37]([O-])([O-:40])(=[O:39])=S.[Na+].[Na+].C(=O)([O-])O.[Na+]. (2) Given the product [CH2:27]([O:26][C:23]1[CH:24]=[CH:25][N:20]([CH2:19][CH2:18][C:12]2[CH:11]=[C:10]3[C:15]([CH2:16][CH2:17][NH:8][CH2:9]3)=[CH:14][CH:13]=2)[C:21](=[O:34])[CH:22]=1)[C:28]1[CH:29]=[CH:30][CH:31]=[CH:32][CH:33]=1, predict the reactants needed to synthesize it. The reactants are: C(OC([N:8]1[CH2:17][CH2:16][C:15]2[C:10](=[CH:11][C:12]([CH2:18][CH2:19][N:20]3[CH:25]=[CH:24][C:23]([O:26][CH2:27][C:28]4[CH:33]=[CH:32][CH:31]=[CH:30][CH:29]=4)=[CH:22][C:21]3=[O:34])=[CH:13][CH:14]=2)[CH2:9]1)=O)(C)(C)C.FC(F)(F)C(O)=O.C([O-])(O)=O.[Na+]. (3) Given the product [Cl:17][C:18]1[CH:23]=[CH:22][C:21]([C:2]2[CH:7]=[CH:6][N:5]3[C:8](=[O:15])[N:9]([CH2:11][CH:12]([CH3:14])[CH3:13])[N:10]=[C:4]3[C:3]=2[C:21]2[CH:22]=[CH:23][C:18]([Cl:17])=[CH:19][CH:20]=2)=[CH:20][CH:19]=1, predict the reactants needed to synthesize it. The reactants are: Br[C:2]1[CH:7]=[CH:6][N:5]2[C:8](=[O:15])[N:9]([CH2:11][CH:12]([CH3:14])[CH3:13])[N:10]=[C:4]2[C:3]=1I.[Cl:17][C:18]1[CH:23]=[CH:22][C:21](B(O)O)=[CH:20][CH:19]=1.C([O-])([O-])=O.[K+].[K+]. (4) Given the product [Br:5][CH2:6][C:7]1[CH:12]=[CH:11][C:10]([CH2:13][CH2:14][OH:15])=[CH:9][CH:8]=1, predict the reactants needed to synthesize it. The reactants are: CSC.B.[Br:5][CH2:6][C:7]1[CH:12]=[CH:11][C:10]([CH2:13][C:14](O)=[O:15])=[CH:9][CH:8]=1.CO. (5) Given the product [Cl:1][C:2]1[CH:7]=[CH:6][C:5]([S:8]([CH:11]2[CH2:16][CH2:15][CH:14]([C:17]([N:19]([CH3:42])[C:20]3[CH:40]=[CH:39][C:23]([CH2:24][N:25]4[CH2:30][CH2:29][NH:28][C@@H:27]([CH3:38])[CH2:26]4)=[C:22]([CH3:41])[CH:21]=3)=[O:18])[CH2:13][CH2:12]2)(=[O:10])=[O:9])=[CH:4][CH:3]=1, predict the reactants needed to synthesize it. The reactants are: [Cl:1][C:2]1[CH:7]=[CH:6][C:5]([S:8]([CH:11]2[CH2:16][CH2:15][CH:14]([C:17]([N:19]([CH3:42])[C:20]3[CH:40]=[CH:39][C:23]([CH2:24][N:25]4[CH2:30][CH2:29][N:28](C(OC(C)(C)C)=O)[C@@H:27]([CH3:38])[CH2:26]4)=[C:22]([CH3:41])[CH:21]=3)=[O:18])[CH2:13][CH2:12]2)(=[O:10])=[O:9])=[CH:4][CH:3]=1. (6) Given the product [Cl:1][C:2]1[CH:28]=[CH:27][C:5]([CH2:6][N:7]2[C:15]3[C:10](=[CH:11][CH:12]=[CH:13][CH:14]=3)[CH:9]=[C:8]2[C:16]([N:18]2[CH2:19][CH2:20][CH:21]([C:24]([NH:58][CH2:57][C:53]3[CH:54]=[CH:55][CH:56]=[C:51]([F:50])[CH:52]=3)=[O:25])[CH2:22][CH2:23]2)=[O:17])=[CH:4][CH:3]=1, predict the reactants needed to synthesize it. The reactants are: [Cl:1][C:2]1[CH:28]=[CH:27][C:5]([CH2:6][N:7]2[C:15]3[C:10](=[CH:11][CH:12]=[CH:13][CH:14]=3)[CH:9]=[C:8]2[C:16]([N:18]2[CH2:23][CH2:22][CH:21]([C:24](O)=[O:25])[CH2:20][CH2:19]2)=[O:17])=[CH:4][CH:3]=1.CCN=C=NCCCN(C)C.ON1C2C=CC=CC=2N=N1.[F:50][C:51]1[CH:52]=[C:53]([CH2:57][NH2:58])[CH:54]=[CH:55][CH:56]=1.